This data is from Peptide-MHC class II binding affinity with 134,281 pairs from IEDB. The task is: Regression. Given a peptide amino acid sequence and an MHC pseudo amino acid sequence, predict their binding affinity value. This is MHC class II binding data. (1) The peptide sequence is AAATAGTTVCGAFAA. The MHC is HLA-DPA10103-DPB10401 with pseudo-sequence HLA-DPA10103-DPB10401. The binding affinity (normalized) is 0.207. (2) The binding affinity (normalized) is 0.328. The peptide sequence is ERIKSEYMTSWFYDN. The MHC is HLA-DQA10201-DQB10303 with pseudo-sequence HLA-DQA10201-DQB10303. (3) The peptide sequence is SRAEVSYVHVNGAKF. The MHC is DRB1_0101 with pseudo-sequence DRB1_0101. The binding affinity (normalized) is 0.534. (4) The MHC is DRB4_0101 with pseudo-sequence DRB4_0103. The binding affinity (normalized) is 0.609. The peptide sequence is GLLSYVIGLLPQNMV. (5) The binding affinity (normalized) is 0.296. The peptide sequence is EPLQGPFNFRFLTEKGMKNV. The MHC is DRB1_0401 with pseudo-sequence DRB1_0401. (6) The binding affinity (normalized) is 0.222. The MHC is HLA-DQA10401-DQB10402 with pseudo-sequence HLA-DQA10401-DQB10402. The peptide sequence is AITAMSEAQKAAKPA. (7) The peptide sequence is PARLIVFPDLGVR. The MHC is DRB1_0401 with pseudo-sequence DRB1_0401. The binding affinity (normalized) is 0.185. (8) The peptide sequence is IGMTNRATWASHIHL. The MHC is DRB1_0901 with pseudo-sequence DRB1_0901. The binding affinity (normalized) is 0.703. (9) The binding affinity (normalized) is 0.675. The peptide sequence is LFSIMKNTTNTRRGT. The MHC is DRB1_1302 with pseudo-sequence DRB1_1302. (10) The peptide sequence is FSQPEQEFPQPQ. The MHC is DRB1_1101 with pseudo-sequence DRB1_1101. The binding affinity (normalized) is 0.